From a dataset of Reaction yield outcomes from USPTO patents with 853,638 reactions. Predict the reaction yield, written as a fraction of the theoretical maximum amount of product (1.0 means a 100% yield; for example, 0.34 means a 34% yield). (1) The reactants are [Br:1][C:2]1[CH:3]=[C:4]([CH:7]=[C:8]([O:10][CH3:11])[CH:9]=1)[C:5]#[N:6].B. The catalyst is O1CCCC1. The product is [Br:1][C:2]1[CH:3]=[C:4]([CH2:5][NH2:6])[CH:7]=[C:8]([O:10][CH3:11])[CH:9]=1. The yield is 0.190. (2) The reactants are [CH2:1]([N:3]([CH2:12][CH2:13][OH:14])[C:4]1[CH:9]=[CH:8][C:7]([NH2:10])=[CH:6][C:5]=1[CH3:11])[CH3:2].[S:15](=[O:19])(=[O:18])([OH:17])[OH:16]. No catalyst specified. The product is [S:15]([OH:19])([OH:18])(=[O:17])=[O:16].[CH2:1]([N:3]([CH2:12][CH2:13][OH:14])[C:4]1[CH:9]=[CH:8][C:7]([NH2:10])=[CH:6][C:5]=1[CH3:11])[CH3:2]. The yield is 0.940. (3) The reactants are [C:1]([O:5][CH2:6][CH3:7])(=[O:4])[CH:2]=[O:3].[O:8]1[C:12]2[CH:13]=[CH:14][CH:15]=[CH:16][C:11]=2[CH:10]=[CH:9]1.[O-]S(C(F)(F)F)(=O)=O.C([Yb+2])C.[O-]S(C(F)(F)F)(=O)=O. The catalyst is ClCCl.C1(C)C=CC=CC=1. The product is [O:8]1[C:12]2[CH:13]=[CH:14][CH:15]=[CH:16][C:11]=2[C:10]([CH:2]([OH:3])[C:1]([O:5][CH2:6][CH3:7])=[O:4])=[CH:9]1. The yield is 0.310. (4) The reactants are [O-]CC.[Na+].C(O)C.[CH2:8]([CH:15](C(C)=O)[C:16]([O:18][CH2:19][CH3:20])=[O:17])[C:9]1[CH:14]=[CH:13][CH:12]=[CH:11][CH:10]=1.[Br:24]N1C(=O)CCC1=O. No catalyst specified. The product is [Br:24][C:14]1[C:9]([CH2:8][CH2:15][C:16]([O:18][CH2:19][CH3:20])=[O:17])=[CH:10][CH:11]=[CH:12][CH:13]=1. The yield is 0.837. (5) The reactants are [C:1]([C:4]1[N:5]=[C:6]2[N:11]=[C:10]([CH3:12])[C:9]([CH2:13][NH:14][C:15](=[O:21])[O:16][C:17]([CH3:20])([CH3:19])[CH3:18])=[C:8]([C:22]3[CH:27]=[CH:26][C:25]([Cl:28])=[CH:24][C:23]=3[Cl:29])[N:7]2[CH:30]=1)(=O)[NH2:2].N1C=CC=CC=1.C(OC(C(F)(F)F)=O)(C(F)(F)F)=O. The catalyst is O1CCOCC1. The product is [C:1]([C:4]1[N:5]=[C:6]2[N:11]=[C:10]([CH3:12])[C:9]([CH2:13][NH:14][C:15](=[O:21])[O:16][C:17]([CH3:20])([CH3:19])[CH3:18])=[C:8]([C:22]3[CH:27]=[CH:26][C:25]([Cl:28])=[CH:24][C:23]=3[Cl:29])[N:7]2[CH:30]=1)#[N:2]. The yield is 0.690.